This data is from Catalyst prediction with 721,799 reactions and 888 catalyst types from USPTO. The task is: Predict which catalyst facilitates the given reaction. (1) Product: [CH2:15]([NH:1][C:2]1[C:3]([C:12]([OH:14])=[O:13])=[CH:4][C:5]2[O:10][CH2:9][CH2:8][O:7][C:6]=2[CH:11]=1)[CH:16]([CH3:18])[CH3:17]. The catalyst class is: 279. Reactant: [NH2:1][C:2]1[C:3]([C:12]([OH:14])=[O:13])=[CH:4][C:5]2[O:10][CH2:9][CH2:8][O:7][C:6]=2[CH:11]=1.[CH:15](=O)[CH:16]([CH3:18])[CH3:17].C(O)(=O)C.C(O[BH-](OC(=O)C)OC(=O)C)(=O)C.[Na+]. (2) Reactant: Cl.[Cl:2][C:3]1[CH:13]=[CH:12][C:6]([O:7][CH:8]2[CH2:11][NH:10][CH2:9]2)=[CH:5][CH:4]=1.C(N(CC)CC)C.[C:21]([O:25][C:26](=[O:35])[NH:27][C@H:28]([CH2:32][O:33][CH3:34])[CH2:29][CH2:30]I)([CH3:24])([CH3:23])[CH3:22]. Product: [C:21]([O:25][C:26](=[O:35])[NH:27][C@H:28]([CH2:32][O:33][CH3:34])[CH2:29][CH2:30][N:10]1[CH2:9][CH:8]([O:7][C:6]2[CH:12]=[CH:13][C:3]([Cl:2])=[CH:4][CH:5]=2)[CH2:11]1)([CH3:22])([CH3:24])[CH3:23]. The catalyst class is: 9. (3) Reactant: [F:1][C:2]([F:21])([F:20])[CH2:3][C:4]1[CH:9]=[CH:8][C:7]([CH:10]2[CH2:15][NH:14][CH2:13][CH:12]([C:16]([O:18]C)=[O:17])[CH2:11]2)=[CH:6][CH:5]=1.C(N(CC)CC)C.[C:29](O[C:29]([O:31][C:32]([CH3:35])([CH3:34])[CH3:33])=[O:30])([O:31][C:32]([CH3:35])([CH3:34])[CH3:33])=[O:30].CC(C)([O-])C.[K+]. Product: [C:32]([O:31][C:29]([N:14]1[CH2:15][CH:10]([C:7]2[CH:8]=[CH:9][C:4]([CH2:3][C:2]([F:21])([F:20])[F:1])=[CH:5][CH:6]=2)[CH2:11][CH:12]([C:16]([OH:18])=[O:17])[CH2:13]1)=[O:30])([CH3:35])([CH3:34])[CH3:33]. The catalyst class is: 98. (4) The catalyst class is: 12. Product: [F:1][C:2]1[CH:3]=[CH:4][C:5]([CH:8]2[CH2:9][CH2:10][N:11]([C:19]3[N:24]=[C:23]([CH3:25])[N:22]([CH2:26][C:27]4[S:28][C:29]([C:32]([F:35])([F:34])[F:33])=[CH:30][CH:31]=4)[C:21](=[O:36])[N:20]=3)[CH2:12][C:13]2([CH2:18][OH:17])[CH2:14][OH:15])=[CH:6][CH:7]=1. Reactant: [F:1][C:2]1[CH:7]=[CH:6][C:5]([CH:8]2[C:13]3([CH2:18][O:17]C[O:15][CH2:14]3)[CH2:12][N:11]([C:19]3[N:24]=[C:23]([CH3:25])[N:22]([CH2:26][C:27]4[S:28][C:29]([C:32]([F:35])([F:34])[F:33])=[CH:30][CH:31]=4)[C:21](=[O:36])[N:20]=3)[CH2:10][CH2:9]2)=[CH:4][CH:3]=1.Cl.C(=O)([O-])[O-].[Na+].[Na+]. (5) Reactant: [CH3:1][O:2][C:3]1[CH:4]=[C:5]2[C:10](=[CH:11][C:12]=1[O:13][CH3:14])[N:9]=[CH:8][CH:7]=[C:6]2[O:15][C:16]1[CH:25]=[CH:24][C:23]2[C:18](=[CH:19][CH:20]=[C:21](Br)[CH:22]=2)[C:17]=1[F:27].P(C(C)(C)C)(C(C)(C)C)C(C)(C)C.[Li+].C[Si]([N-:46][Si](C)(C)C)(C)C.[ClH:51]. Product: [CH3:1][O:2][C:3]1[CH:4]=[C:5]2[C:10](=[CH:11][C:12]=1[O:13][CH3:14])[N:9]=[CH:8][CH:7]=[C:6]2[O:15][C:16]1[C:17]([F:27])=[C:18]2[C:23](=[CH:24][CH:25]=1)[CH:22]=[C:21]([NH2:46])[CH:20]=[CH:19]2.[ClH:51]. The catalyst class is: 187. (6) Reactant: [CH3:1][N:2]1[CH2:7][CH2:6][CH2:5][CH2:4][CH:3]1[CH2:8][CH2:9][N:10]1[C:18]2[C:13](=[CH:14][C:15]([NH2:19])=[CH:16][CH:17]=2)[CH:12]=[CH:11]1.I.[S:21]1[CH:25]=[CH:24][CH:23]=[C:22]1[C:26](SC)=[NH:27]. Product: [CH3:1][N:2]1[CH2:7][CH2:6][CH2:5][CH2:4][CH:3]1[CH2:8][CH2:9][N:10]1[C:18]2[C:13](=[CH:14][C:15]([NH:19][C:26]([C:22]3[S:21][CH:25]=[CH:24][CH:23]=3)=[NH:27])=[CH:16][CH:17]=2)[CH:12]=[CH:11]1. The catalyst class is: 14. (7) Reactant: [ClH:1].[NH2:2][C:3]1[C:12]2[C:7](=[CH:8][C:9]([O:15][CH3:16])=[C:10]([O:13][CH3:14])[CH:11]=2)[N:6]=[C:5]([N:17]([CH2:19][CH2:20][C:21]#N)[CH3:18])[N:4]=1.[NH3:23]. Product: [ClH:1].[NH2:2][C:3]1[C:12]2[C:7](=[CH:8][C:9]([O:15][CH3:16])=[C:10]([O:13][CH3:14])[CH:11]=2)[N:6]=[C:5]([N:17]([CH3:18])[CH2:19][CH:20]([NH2:23])[CH3:21])[N:4]=1. The catalyst class is: 470. (8) Reactant: [CH3:1][O:2][C:3]1[CH:4]=[C:5]([CH:7]=[C:8]([O:10][CH3:11])[CH:9]=1)[NH2:6].Br[CH2:13][C:14]([C:16]1[CH:21]=[CH:20][C:19]([OH:22])=[C:18]([OH:23])[C:17]=1[OH:24])=[O:15].[C:25](=[O:28])(O)[O-].[Na+]. Product: [CH3:11][O:10][C:8]1[CH:7]=[C:5]([N:6]([CH2:13][C:14]([C:16]2[CH:21]=[CH:20][C:19]([OH:22])=[C:18]([OH:23])[C:25]=2[OH:28])=[O:15])[CH2:13][C:14]([C:16]2[CH:21]=[CH:20][C:19]([OH:22])=[C:18]([OH:23])[C:17]=2[OH:24])=[O:15])[CH:4]=[C:3]([O:2][CH3:1])[CH:9]=1. The catalyst class is: 8.